From a dataset of Peptide-MHC class II binding affinity with 134,281 pairs from IEDB. Regression. Given a peptide amino acid sequence and an MHC pseudo amino acid sequence, predict their binding affinity value. This is MHC class II binding data. (1) The peptide sequence is HDKKSMGDDHFWAVR. The MHC is HLA-DPA10201-DPB11401 with pseudo-sequence HLA-DPA10201-DPB11401. The binding affinity (normalized) is 0.0405. (2) The peptide sequence is FQEFMIVPSGAPSFT. The MHC is DRB1_0101 with pseudo-sequence DRB1_0101. The binding affinity (normalized) is 0.800. (3) The peptide sequence is PTEYTCISPNVGNLK. The binding affinity (normalized) is 0.842. The MHC is DRB1_0101 with pseudo-sequence DRB1_0101. (4) The peptide sequence is RIVVPCREQDELIGR. The MHC is HLA-DQA10102-DQB10501 with pseudo-sequence HLA-DQA10102-DQB10501. The binding affinity (normalized) is 0.344. (5) The peptide sequence is EKKYFAAWQFEPLAA. The MHC is HLA-DPA10301-DPB10402 with pseudo-sequence HLA-DPA10301-DPB10402. The binding affinity (normalized) is 0.836. (6) The peptide sequence is TTEEQKLIEDINVGF. The MHC is HLA-DQA10401-DQB10402 with pseudo-sequence HLA-DQA10401-DQB10402. The binding affinity (normalized) is 0.189. (7) The peptide sequence is NGDGDVVAVDIKEKG. The MHC is HLA-DQA10104-DQB10503 with pseudo-sequence HLA-DQA10104-DQB10503. The binding affinity (normalized) is 0.0181. (8) The peptide sequence is FYADDTAGWDTRITE. The MHC is HLA-DQA10601-DQB10402 with pseudo-sequence HLA-DQA10601-DQB10402. The binding affinity (normalized) is 0.440. (9) The peptide sequence is KEDFLRCLVKEIPPR. The MHC is HLA-DQA10501-DQB10201 with pseudo-sequence HLA-DQA10501-DQB10201. The binding affinity (normalized) is 0.174.